This data is from Forward reaction prediction with 1.9M reactions from USPTO patents (1976-2016). The task is: Predict the product of the given reaction. (1) The product is: [CH3:1][O:2][C:3](=[O:17])[C@@H:4]([O:14][CH2:15][CH3:16])[CH2:5][C:6]1[CH:11]=[CH:10][C:9]([O:12][CH2:19][C:20]2[N:21]=[C:22]([C:26]3[CH:31]=[CH:30][CH:29]=[CH:28][C:27]=3[CH3:32])[O:23][C:24]=2[CH3:25])=[CH:8][C:7]=1[Cl:13]. Given the reactants [CH3:1][O:2][C:3](=[O:17])[C@@H:4]([O:14][CH2:15][CH3:16])[CH2:5][C:6]1[CH:11]=[CH:10][C:9]([OH:12])=[CH:8][C:7]=1[Cl:13].Cl[CH2:19][C:20]1[N:21]=[C:22]([C:26]2[CH:31]=[CH:30][CH:29]=[CH:28][C:27]=2[CH3:32])[O:23][C:24]=1[CH3:25].C(=O)([O-])[O-].[Cs+].[Cs+].[I-].[K+], predict the reaction product. (2) Given the reactants [Br:1][C:2]1[CH:3]=[N:4][C:5]2[N:6]([N:8]=[C:9]([C:11]([OH:13])=O)[CH:10]=2)[CH:7]=1.[CH2:14]1[C:23]2[C:18](=[C:19]([NH:24][C:25](=[O:27])[CH3:26])[CH:20]=[CH:21][CH:22]=2)[CH2:17][CH2:16][NH:15]1, predict the reaction product. The product is: [Br:1][C:2]1[CH:3]=[N:4][C:5]2[N:6]([N:8]=[C:9]([C:11]([N:15]3[CH2:16][CH2:17][C:18]4[C:23](=[CH:22][CH:21]=[CH:20][C:19]=4[NH:24][C:25](=[O:27])[CH3:26])[CH2:14]3)=[O:13])[CH:10]=2)[CH:7]=1. (3) Given the reactants [CH3:1][O:2][C:3]1[CH:8]=[C:7]([CH3:9])[C:6]([S:10]([N:13]2[C:22]3[C:17](=[CH:18][CH:19]=[CH:20][CH:21]=3)[CH2:16][CH2:15][C@H:14]2[CH2:23][O:24][CH2:25][C:26](O)=[O:27])(=[O:12])=[O:11])=[C:5]([CH3:29])[CH:4]=1.C(N1C=CN=C1)(N1C=CN=C1)=O.[N:42]1[CH:47]=[CH:46][C:45]([C:48]2[C:52]3[CH2:53][NH:54][CH2:55][CH2:56][C:51]=3[O:50][N:49]=2)=[CH:44][CH:43]=1.C(=O)([O-])O.[Na+], predict the reaction product. The product is: [CH3:1][O:2][C:3]1[CH:4]=[C:5]([CH3:29])[C:6]([S:10]([N:13]2[C:22]3[C:17](=[CH:18][CH:19]=[CH:20][CH:21]=3)[CH2:16][CH2:15][C@H:14]2[CH2:23][O:24][CH2:25][C:26]([N:54]2[CH2:55][CH2:56][C:51]3[O:50][N:49]=[C:48]([C:45]4[CH:46]=[CH:47][N:42]=[CH:43][CH:44]=4)[C:52]=3[CH2:53]2)=[O:27])(=[O:11])=[O:12])=[C:7]([CH3:9])[CH:8]=1. (4) Given the reactants Cl[C:2]1[C:11]2=[N:12][N:13](CC3C=CC(OC)=CC=3)[CH:14]=[C:10]2[C:9]2[CH:8]=[C:7]([O:24][CH3:25])[CH:6]=[CH:5][C:4]=2[N:3]=1.[NH2:26][C:27]1[C:28](=[O:33])[NH:29][CH:30]=[CH:31][CH:32]=1.Cl, predict the reaction product. The product is: [CH3:25][O:24][C:7]1[CH:6]=[CH:5][C:4]2[N:3]=[C:2]([NH:26][C:27]3[C:28](=[O:33])[NH:29][CH:30]=[CH:31][CH:32]=3)[C:11]3=[N:12][NH:13][CH:14]=[C:10]3[C:9]=2[CH:8]=1. (5) Given the reactants [C:1]1([CH2:7][OH:8])([CH2:5][OH:6])[CH2:4][CH2:3][CH2:2]1.[C:9]([C:13]1[CH:14]=[C:15](O)[CH:16]=[CH:17][CH:18]=1)([CH3:12])([CH3:11])[CH3:10].O[C:21]1[CH:26]=[CH:25][C:24]([CH:27]([C:33]#[C:34][CH3:35])[CH2:28][C:29]([O:31]C)=[O:30])=[CH:23][CH:22]=1, predict the reaction product. The product is: [C:9]([C:13]1[CH:14]=[C:15]([CH:16]=[CH:17][CH:18]=1)[O:6][CH2:5][C:1]1([CH2:7][O:8][C:21]2[CH:26]=[CH:25][C:24]([CH:27]([C:33]#[C:34][CH3:35])[CH2:28][C:29]([OH:31])=[O:30])=[CH:23][CH:22]=2)[CH2:4][CH2:3][CH2:2]1)([CH3:12])([CH3:11])[CH3:10]. (6) The product is: [CH3:1][N:2]([CH3:24])[C:3]1[CH:4]=[C:5]([CH2:10][NH:11][CH2:12][CH2:13][C:14]2[CH:19]=[CH:18][C:17]([N+:20]([O-:22])=[O:21])=[CH:16][CH:15]=2)[C:6]([OH:9])=[C:7]([O:37][CH3:38])[CH:8]=1. Given the reactants [CH3:1][N:2]([CH3:24])[C:3]1[CH:8]=[CH:7][C:6]([OH:9])=[C:5]([CH2:10][N:11](C)[CH2:12][CH2:13][C:14]2[CH:19]=[CH:18][C:17]([N+:20]([O-:22])=[O:21])=[CH:16][CH:15]=2)[CH:4]=1.[N+](C1C=CC(CCN)=CC=1)([O-])=O.[OH:37][C:38]1C(OC)=CC(N(C)C)=CC=1C=O, predict the reaction product.